From a dataset of Peptide-MHC class I binding affinity with 185,985 pairs from IEDB/IMGT. Regression. Given a peptide amino acid sequence and an MHC pseudo amino acid sequence, predict their binding affinity value. This is MHC class I binding data. (1) The peptide sequence is TTNIWMKFR. The MHC is HLA-A31:01 with pseudo-sequence HLA-A31:01. The binding affinity (normalized) is 0.898. (2) The peptide sequence is SEEVVENPTI. The MHC is HLA-B45:01 with pseudo-sequence HLA-B45:01. The binding affinity (normalized) is 0.480.